This data is from Catalyst prediction with 721,799 reactions and 888 catalyst types from USPTO. The task is: Predict which catalyst facilitates the given reaction. (1) Reactant: Br[C:2]1[CH:3]=[N:4][CH:5]=[C:6]([O:8][CH3:9])[CH:7]=1.[B:10]1([B:10]2[O:14][C:13]([CH3:16])([CH3:15])[C:12]([CH3:18])([CH3:17])[O:11]2)[O:14][C:13]([CH3:16])([CH3:15])[C:12]([CH3:18])([CH3:17])[O:11]1.C([O-])(=O)C.[K+].C(Cl)Cl. Product: [CH3:9][O:8][C:6]1[CH:5]=[N:4][CH:3]=[C:2]([B:10]2[O:14][C:13]([CH3:16])([CH3:15])[C:12]([CH3:18])([CH3:17])[O:11]2)[CH:7]=1. The catalyst class is: 11. (2) Product: [Cl:57][C:58]1[S:62][C:61]([C:63]2[N:67]([CH2:68][C:69]3[CH:74]=[CH:73][CH:72]=[CH:71][C:70]=3[F:75])[C:66](=[O:76])[N:65]([CH2:77][C:78]3[N:80]=[C:43]([CH2:42][C:38]4[CH:39]=[CH:40][CH:41]=[C:36]([C:35]([F:34])([F:47])[F:46])[CH:37]=4)[O:45][N:79]=3)[N:64]=2)=[CH:60][CH:59]=1. The catalyst class is: 18. Reactant: F[P-](F)(F)(F)(F)F.N1(O[P+](N2CCCC2)(N2CCCC2)N2CCCC2)C2C=CC=CC=2N=N1.[F:34][C:35]([F:47])([F:46])[C:36]1[CH:37]=[C:38]([CH2:42][C:43]([OH:45])=O)[CH:39]=[CH:40][CH:41]=1.C(N(CC)C(C)C)(C)C.[Cl:57][C:58]1[S:62][C:61]([C:63]2[N:67]([CH2:68][C:69]3[CH:74]=[CH:73][CH:72]=[CH:71][C:70]=3[F:75])[C:66](=[O:76])[N:65]([CH2:77]/[C:78](=[N:80]/O)/[NH2:79])[N:64]=2)=[CH:60][CH:59]=1. (3) Reactant: O1CCCC1.[Cl:6][C:7]1[C:8]([O:17][C:18]2[CH:24]=[CH:23][C:21]([NH2:22])=[CH:20][C:19]=2[CH3:25])=[N:9][CH:10]=[C:11]([C:13]([F:16])([F:15])[F:14])[CH:12]=1.C(N(CC)CC)C.[Cl:33][C:34]1[CH:42]=[CH:41][C:40]([N+:43]([O-:45])=[O:44])=[CH:39][C:35]=1[C:36](Cl)=[O:37]. Product: [Cl:6][C:7]1[C:8]([O:17][C:18]2[CH:24]=[CH:23][C:21]([NH:22][C:36](=[O:37])[C:35]3[CH:39]=[C:40]([N+:43]([O-:45])=[O:44])[CH:41]=[CH:42][C:34]=3[Cl:33])=[CH:20][C:19]=2[CH3:25])=[N:9][CH:10]=[C:11]([C:13]([F:16])([F:14])[F:15])[CH:12]=1. The catalyst class is: 6. (4) Reactant: Br.C([O:4][C:5]([CH:7]1[CH2:12][CH2:11][N:10]([C:13]2[S:14][CH:15]=[C:16]([C:18]3[CH:27]=[CH:26][C:25]4[C:24]([CH3:29])([CH3:28])[CH2:23][CH2:22][C:21]([CH3:31])([CH3:30])[C:20]=4[CH:19]=3)[N:17]=2)[CH2:9][CH2:8]1)=[O:6])C.O.[OH-].[Li+]. Product: [CH3:28][C:24]1([CH3:29])[CH2:23][CH2:22][C:21]([CH3:30])([CH3:31])[C:20]2[CH:19]=[C:18]([C:16]3[N:17]=[C:13]([N:10]4[CH2:11][CH2:12][CH:7]([C:5]([OH:6])=[O:4])[CH2:8][CH2:9]4)[S:14][CH:15]=3)[CH:27]=[CH:26][C:25]1=2. The catalyst class is: 1.